From a dataset of Catalyst prediction with 721,799 reactions and 888 catalyst types from USPTO. Predict which catalyst facilitates the given reaction. Reactant: [NH2:1][C@H:2]([C:10]([OH:12])=[O:11])[CH2:3][C:4]1[CH:9]=[CH:8][CH:7]=[CH:6][CH:5]=1.F[C:14]1[CH:19]=[CH:18][C:17]([N+:20]([O-:22])=[O:21])=[CH:16][C:15]=1[N+:23]([O-:25])=[O:24].C(N(CC)CC)C. Product: [N+:20]([C:17]1[CH:16]=[C:15]([N+:23]([O-:25])=[O:24])[CH:14]=[CH:19][C:18]=1[NH:1][C@@H:2]([CH2:3][C:4]1[CH:9]=[CH:8][CH:7]=[CH:6][CH:5]=1)[C:10]([OH:12])=[O:11])([O-:22])=[O:21]. The catalyst class is: 5.